This data is from Forward reaction prediction with 1.9M reactions from USPTO patents (1976-2016). The task is: Predict the product of the given reaction. (1) Given the reactants [C:1]([C:3]1[C:8]([C:9]2[N:13]([S:14]([C:17]3[CH:22]=[CH:21][CH:20]=[C:19]([O:23][CH3:24])[CH:18]=3)(=[O:16])=[O:15])[CH:12]=[C:11]([CH2:25][N:26](C)[C:27](=O)OC(C)(C)C)[C:10]=2[F:35])=[CH:7][CH:6]=[CH:5][N:4]=1)#[N:2].C(OCC)(=O)C.[ClH:42], predict the reaction product. The product is: [ClH:42].[F:35][C:10]1[C:11]([CH2:25][NH:26][CH3:27])=[CH:12][N:13]([S:14]([C:17]2[CH:22]=[CH:21][CH:20]=[C:19]([O:23][CH3:24])[CH:18]=2)(=[O:16])=[O:15])[C:9]=1[C:8]1[C:3]([C:1]#[N:2])=[N:4][CH:5]=[CH:6][CH:7]=1. (2) Given the reactants Br[CH2:2][CH2:3][CH2:4][CH2:5][CH2:6][CH2:7][CH2:8][CH2:9][CH2:10][CH2:11][CH2:12][CH2:13][CH2:14][CH2:15][O:16][Si:17]([C:20]([CH3:23])([CH3:22])[CH3:21])([CH3:19])[CH3:18].[C-]#[C-].[Li+].[CH2:27](N(CC)CCN)[CH3:28].[Li+].[Cl-].[K+], predict the reaction product. The product is: [C:20]([Si:17]([O:16][CH2:15][CH2:14][CH2:13][CH2:12][CH2:11][CH2:10][CH2:9][CH2:8][CH2:7][CH2:6][CH2:5][CH2:4][CH2:3][CH2:2][C:27]#[CH:28])([CH3:19])[CH3:18])([CH3:23])([CH3:22])[CH3:21]. (3) Given the reactants Br[C:2]1[CH:3]=[C:4]([C:9]2[CH:14]=[CH:13][C:12]([O:15][CH3:16])=[C:11]([O:17][CH3:18])[CH:10]=2)[C:5]([NH2:8])=[N:6][CH:7]=1.[NH2:19][C:20]([C:22]1[CH:23]=[C:24](B(O)O)[CH:25]=[CH:26][CH:27]=1)=[O:21].C1(P(C2C=CC=CC=2)C2C=CC=CC=2)C=CC=CC=1.C(=O)([O-])[O-].[Na+].[Na+], predict the reaction product. The product is: [NH2:8][C:5]1[N:6]=[CH:7][C:2]([C:26]2[CH:27]=[C:22]([CH:23]=[CH:24][CH:25]=2)[C:20]([NH2:19])=[O:21])=[CH:3][C:4]=1[C:9]1[CH:14]=[CH:13][C:12]([O:15][CH3:16])=[C:11]([O:17][CH3:18])[CH:10]=1. (4) Given the reactants [Br:1][C:2]1[CH:3]=[C:4]2[C:8](=[C:9]([C:11]([O:13][CH2:14][CH3:15])=[O:12])[CH:10]=1)[NH:7][CH:6]=[C:5]2[CH:16]1[CH2:21][CH:20]([CH3:22])S[CH:18]([CH3:23])[CH2:17]1.O[O:25][S:26]([O-:28])=O.[K+].C(=O)(O)[O-].[Na+].OOS([O-])=O.[K+].C(=O)(O)[O-].[Na+], predict the reaction product. The product is: [Br:1][C:2]1[CH:3]=[C:4]2[C:8](=[C:9]([C:11]([O:13][CH2:14][CH3:15])=[O:12])[CH:10]=1)[NH:7][CH:6]=[C:5]2[CH:16]1[CH2:17][CH:18]([CH3:23])[S:26](=[O:28])(=[O:25])[CH:20]([CH3:22])[CH2:21]1.